Dataset: Full USPTO retrosynthesis dataset with 1.9M reactions from patents (1976-2016). Task: Predict the reactants needed to synthesize the given product. (1) The reactants are: [C:1]1([C@H:7]([O:9][C:10](=[O:24])[NH:11][C:12]2[CH:16]=[CH:15][O:14][C:13]=2[C:17]2[CH:22]=[CH:21][C:20](Br)=[CH:19][CH:18]=2)[CH3:8])[CH:6]=[CH:5][CH:4]=[CH:3][CH:2]=1.[C:25]1([C:31]2([C:34]([O:36][CH3:37])=[O:35])[CH2:33][CH2:32]2)[CH:30]=[CH:29][CH:28]=[CH:27][CH:26]=1.C([O-])([O-])=O.[K+].[K+].COCCOC. Given the product [C:1]1([C@H:7]([O:9][C:10]([NH:11][C:12]2[CH:16]=[CH:15][O:14][C:13]=2[C:17]2[CH:22]=[CH:21][C:20]([C:28]3[CH:29]=[CH:30][C:25]([C:31]4([C:34]([O:36][CH3:37])=[O:35])[CH2:33][CH2:32]4)=[CH:26][CH:27]=3)=[CH:19][CH:18]=2)=[O:24])[CH3:8])[CH:6]=[CH:5][CH:4]=[CH:3][CH:2]=1, predict the reactants needed to synthesize it. (2) Given the product [CH3:25][C:26]1[N:30]([CH2:8][C:9]2[S:13][C:12]([C:14]3[CH:19]=[CH:18][C:17]([C:20]([F:23])([F:22])[F:21])=[CH:16][CH:15]=3)=[N:11][C:10]=2[CH3:24])[C:29]2[CH:31]=[C:32]([C:36]3[CH:37]=[C:38]([CH:44]=[CH:45][CH:46]=3)[C:39]([O:41][CH2:42][CH3:43])=[O:40])[CH:33]=[C:34]([CH3:35])[C:28]=2[N:27]=1, predict the reactants needed to synthesize it. The reactants are: C(=O)([O-])[O-].[K+].[K+].Cl[CH2:8][C:9]1[S:13][C:12]([C:14]2[CH:19]=[CH:18][C:17]([C:20]([F:23])([F:22])[F:21])=[CH:16][CH:15]=2)=[N:11][C:10]=1[CH3:24].[CH3:25][C:26]1[NH:30][C:29]2[CH:31]=[C:32]([C:36]3[CH:37]=[C:38]([CH:44]=[CH:45][CH:46]=3)[C:39]([O:41][CH2:42][CH3:43])=[O:40])[CH:33]=[C:34]([CH3:35])[C:28]=2[N:27]=1. (3) Given the product [NH2:1][C:2]1[C:7]([C:8]([C:10]2[CH:15]=[C:14]([F:16])[CH:13]=[CH:12][C:11]=2[O:17][CH3:18])=[O:9])=[CH:6][N:5]=[C:4]([NH:19][CH:20]2[CH2:21][CH2:22][N:23]([S:31]([CH2:30][CH2:29][CH2:28][CH2:27][Cl:26])(=[O:33])=[O:32])[CH2:24][CH2:25]2)[N:3]=1, predict the reactants needed to synthesize it. The reactants are: [NH2:1][C:2]1[C:7]([C:8]([C:10]2[CH:15]=[C:14]([F:16])[CH:13]=[CH:12][C:11]=2[O:17][CH3:18])=[O:9])=[CH:6][N:5]=[C:4]([NH:19][CH:20]2[CH2:25][CH2:24][NH:23][CH2:22][CH2:21]2)[N:3]=1.[Cl:26][CH2:27][CH2:28][CH2:29][CH2:30][S:31](Cl)(=[O:33])=[O:32]. (4) Given the product [Cl:6][C:7]1[CH:8]=[C:9]([C@@H:14]2[O:20][CH2:19][CH2:18][N:17]([C:21]([O:23][C:24]([CH3:25])([CH3:27])[CH3:26])=[O:22])[CH2:16][C@H:15]2[CH2:28][C:29]2[N:40]=[C:37]([CH3:38])[S:39][C:30]=2[C:31]([O:33][CH2:34][CH3:35])=[O:32])[CH:10]=[CH:11][C:12]=1[Cl:13], predict the reactants needed to synthesize it. The reactants are: S(Cl)(Cl)(=O)=O.[Cl:6][C:7]1[CH:8]=[C:9]([C@@H:14]2[O:20][CH2:19][CH2:18][N:17]([C:21]([O:23][C:24]([CH3:27])([CH3:26])[CH3:25])=[O:22])[CH2:16][C@H:15]2[CH2:28][C:29](=O)[CH2:30][C:31]([O:33][CH2:34][CH3:35])=[O:32])[CH:10]=[CH:11][C:12]=1[Cl:13].[C:37]([NH2:40])(=[S:39])[CH3:38].C(N(CC)CC)C.C(OC(OC(C)(C)C)=O)(OC(C)(C)C)=O.